This data is from Reaction yield outcomes from USPTO patents with 853,638 reactions. The task is: Predict the reaction yield, written as a fraction of the theoretical maximum amount of product (1.0 means a 100% yield; for example, 0.34 means a 34% yield). (1) The reactants are [C:1]([N:8]1CCNCC1)([O:3][C:4]([CH3:7])([CH3:6])[CH3:5])=[O:2].[CH3:14][CH2:15][N:16]([CH:20]([CH3:22])C)[CH:17]([CH3:19])C.[CH3:23]O.C(Cl)Cl.C[CH2:29][O:30][C:31](C)=[O:32]. The catalyst is CS(C)=O. The product is [CH3:29][O:30][C:31](=[O:32])[C@H:22]([CH3:23])[CH2:20][N:16]1[CH2:15][CH2:14][N:8]([C:1]([O:3][C:4]([CH3:7])([CH3:6])[CH3:5])=[O:2])[CH2:19][CH2:17]1. The yield is 0.340. (2) The catalyst is ClC1C=CC=CC=1Cl. The product is [CH2:9]([O:8][C:6]([C:5]1[C:11]([S:19][CH3:20])=[N:12][C:13]2[C:14]([C:4]=1[OH:21])=[CH:15][CH:16]=[CH:17][CH:18]=2)=[O:7])[CH3:10]. The yield is 0.350. The reactants are C(O[C:4](=[O:21])[C:5](=[C:11]([S:19][CH3:20])[NH:12][C:13]1[CH:18]=[CH:17][CH:16]=[CH:15][CH:14]=1)[C:6]([O:8][CH2:9][CH3:10])=[O:7])C. (3) The reactants are C([N:8]1[CH2:13][CH2:12][CH:11]([NH:14][C:15]2[C:20]([N+:21]([O-:23])=[O:22])=[CH:19][CH:18]=[CH:17][C:16]=2[CH3:24])[CH2:10][CH2:9]1)C1C=CC=CC=1.Cl[C:26]([O:28][CH2:29][CH3:30])=[O:27].C(=O)([O-])O.[K+].O. The catalyst is ClCCl. The product is [CH2:29]([O:28][C:26]([N:8]1[CH2:13][CH2:12][CH:11]([NH:14][C:15]2[C:20]([N+:21]([O-:23])=[O:22])=[CH:19][CH:18]=[CH:17][C:16]=2[CH3:24])[CH2:10][CH2:9]1)=[O:27])[CH3:30]. The yield is 0.900. (4) The reactants are [NH2:1][C:2]1[C:11]2[C:6](=[CH:7][CH:8]=[CH:9][CH:10]=2)[N:5]=[C:4]([CH3:12])[CH:3]=1.[H-].[Na+].[Cl:15][C:16]1[CH:21]=[C:20](Cl)[N:19]=[CH:18][N:17]=1. The catalyst is CN(C=O)C. The product is [Cl:15][C:16]1[N:17]=[CH:18][N:19]=[C:20]([NH:1][C:2]2[C:11]3[C:6](=[CH:7][CH:8]=[CH:9][CH:10]=3)[N:5]=[C:4]([CH3:12])[CH:3]=2)[CH:21]=1. The yield is 0.0500.